Predict the reactants needed to synthesize the given product. From a dataset of Full USPTO retrosynthesis dataset with 1.9M reactions from patents (1976-2016). (1) Given the product [C:18]([Si:15]([CH3:17])([CH3:16])[O:22][CH2:23][CH2:24][O:1][C:2]1[CH:3]=[CH:4][C:5]([CH2:8][C@H:9]([O:13][CH3:14])[C:10]([OH:12])=[O:11])=[CH:6][CH:7]=1)([CH3:21])([CH3:20])[CH3:19], predict the reactants needed to synthesize it. The reactants are: [OH:1][C:2]1[CH:7]=[CH:6][C:5]([CH2:8][C@H:9]([O:13][CH3:14])[C:10]([OH:12])=[O:11])=[CH:4][CH:3]=1.[Si:15]([O:22][CH2:23][CH2:24]O)([C:18]([CH3:21])([CH3:20])[CH3:19])([CH3:17])[CH3:16]. (2) Given the product [CH3:1][N:2]1[C:7]([NH:12][C:11]2[C:10](=[CH:16][CH:15]=[CH:14][CH:13]=2)[C:9]([OH:17])=[O:8])=[CH:6][C:5]([CH3:18])=[N:3]1, predict the reactants needed to synthesize it. The reactants are: [CH3:1][NH:2][NH2:3].O=[C:5]([CH3:18])[CH2:6][C:7]1[O:8][C:9](=[O:17])[C:10]2[CH:16]=[CH:15][CH:14]=[CH:13][C:11]=2[N:12]=1.C(=O)([O-])[O-].[Na+].[Na+].Cl. (3) The reactants are: [OH:1][C:2]1[CH:9]=[C:8]([O:10][CH:11]2[CH2:16][CH2:15][CH2:14][CH2:13][O:12]2)[CH:7]=[C:6]([CH3:17])[C:3]=1[CH:4]=[O:5].N1C=CC=CC=1.[O:24](S(C(F)(F)F)(=O)=O)[S:25]([C:28]([F:31])([F:30])[F:29])(=O)=[O:26]. Given the product [CH:4]([C:3]1[C:6]([CH3:17])=[CH:7][C:8]([O:10][CH:11]2[CH2:16][CH2:15][CH2:14][CH2:13][O:12]2)=[CH:9][C:2]=1[O:1][S:25]([C:28]([F:31])([F:30])[F:29])(=[O:26])=[O:24])=[O:5], predict the reactants needed to synthesize it. (4) Given the product [C:36]([O:40][C:41]([NH:43][CH2:44][CH2:45][S:46][C:24]1[C:25]2[C:20](=[CH:19][C:18]([S:15]([N:11]3[CH2:12][CH2:13][CH2:14][N:8]([C:6]([O:5][C:1]([CH3:4])([CH3:3])[CH3:2])=[O:7])[CH2:9][C@@H:10]3[CH3:29])(=[O:17])=[O:16])=[CH:27][CH:26]=2)[CH:21]=[CH:22][N:23]=1)=[O:42])([CH3:39])([CH3:38])[CH3:37], predict the reactants needed to synthesize it. The reactants are: [C:1]([O:5][C:6]([N:8]1[CH2:14][CH2:13][CH2:12][N:11]([S:15]([C:18]2[CH:19]=[C:20]3[C:25](=[CH:26][CH:27]=2)[CH:24]=[N+:23]([O-])[CH:22]=[CH:21]3)(=[O:17])=[O:16])[C@@H:10]([CH3:29])[CH2:9]1)=[O:7])([CH3:4])([CH3:3])[CH3:2].C(Cl)(=O)OCC.[C:36]([O:40][C:41]([NH:43][CH2:44][CH2:45][SH:46])=[O:42])([CH3:39])([CH3:38])[CH3:37].C(N(CC)CC)C. (5) Given the product [O:35]=[C:28]1[CH2:29][CH2:30][C:31](=[CH:8][C:9]([O:11][C:12]([CH3:15])([CH3:14])[CH3:13])=[O:10])[CH2:32][CH2:33]1, predict the reactants needed to synthesize it. The reactants are: C1(P(C2C=CC=CC=2)(C2C=CC=CC=2)=[CH:8][C:9]([O:11][C:12]([CH3:15])([CH3:14])[CH3:13])=[O:10])C=CC=CC=1.[C:28]1(=[O:35])[CH2:33][CH2:32][C:31](=O)[CH2:30][CH2:29]1. (6) Given the product [Cl:1][C:2]1[CH:3]=[C:4]([CH2:10][CH2:11][C:12]2([CH:20]3[CH2:24][CH2:23][CH2:22][CH2:21]3)[O:17][C:16](=[O:18])[C:15](=[N+:44]=[N-:45])[C:14](=[O:19])[CH2:13]2)[CH:5]=[CH:6][C:7]=1[O:8][CH3:9], predict the reactants needed to synthesize it. The reactants are: [Cl:1][C:2]1[CH:3]=[C:4]([CH2:10][CH2:11][C:12]2([CH:20]3[CH2:24][CH2:23][CH2:22][CH2:21]3)[O:17][C:16](=[O:18])[CH2:15][C:14](=[O:19])[CH2:13]2)[CH:5]=[CH:6][C:7]=1[O:8][CH3:9].P([O-])(O)(O)=O.[Na+].C(NC1C=CC(S([N:44]=[N+:45]=[N-])(=O)=O)=CC=1)(=O)C. (7) Given the product [C:1]([O:5][C:6]([N:8]1[CH2:16][C:15]2[C:10](=[CH:11][CH:12]=[C:13]([O:24][CH:21]3[CH2:22][CH2:23][O:18][CH2:19][CH2:20]3)[CH:14]=2)[CH2:9]1)=[O:7])([CH3:4])([CH3:3])[CH3:2], predict the reactants needed to synthesize it. The reactants are: [C:1]([O:5][C:6]([N:8]1[CH2:16][C:15]2[C:10](=[CH:11][CH:12]=[C:13](I)[CH:14]=2)[CH2:9]1)=[O:7])([CH3:4])([CH3:3])[CH3:2].[O:18]1[CH2:23][CH2:22][CH:21]([OH:24])[CH2:20][CH2:19]1. (8) Given the product [Br:1][C:2]1[CH:3]=[C:4]2[C:9](=[CH:10][CH:11]=1)[C:8]([N:13]1[CH2:18][CH2:17][O:16][CH2:15][CH2:14]1)=[N:7][N:6]=[CH:5]2, predict the reactants needed to synthesize it. The reactants are: [Br:1][C:2]1[CH:3]=[C:4]2[C:9](=[CH:10][CH:11]=1)[C:8](Cl)=[N:7][N:6]=[CH:5]2.[NH:13]1[CH2:18][CH2:17][O:16][CH2:15][CH2:14]1.C(=O)([O-])[O-].[K+].[K+]. (9) Given the product [CH2:44]([O:43][CH2:13][CH:12]([C:6]1[N:5]([C:25]2[CH:26]=[CH:27][CH:28]=[CH:29][CH:30]=2)[C:4](=[O:31])[C:3]2[C:8](=[CH:9][CH:10]=[CH:11][C:2]=2[CH3:1])[N:7]=1)[NH:15][C:16]1[C:17]2[CH:61]=[CH:19][NH:20][C:21]=2[N:22]=[CH:23][N:24]=1)[C:45]1[CH:50]=[CH:49][CH:48]=[CH:47][CH:46]=1, predict the reactants needed to synthesize it. The reactants are: [CH3:1][C:2]1[CH:11]=[CH:10][CH:9]=[C:8]2[C:3]=1[C:4](=[O:31])[N:5]([C:25]1[CH:30]=[CH:29][CH:28]=[CH:27][CH:26]=1)[C:6]([CH:12]([NH:15][C:16]1[N:24]=[CH:23][N:22]=[C:21]3[C:17]=1N=[CH:19][NH:20]3)[CH2:13]C)=[N:7]2.O=C1CCC(=O)N1OC(=O)C(NC(OC(C)(C)C)=O)C[O:43][CH2:44][C:45]1[CH:50]=[CH:49][CH:48]=[CH:47][CH:46]=1.O=[C:61]1CCC(=O)N1OC(=O)C(NC(OCC1C=CC=CC=1)=O)CC.C(O)(C(F)(F)F)=O.ClC1C2C=CNC=2N=CN=1.BrC1N=CN=C2C=1NC=N2. (10) Given the product [C:41]([C@@H:20]1[CH2:19][CH:18]([CH2:17][C:14]2[CH:15]=[CH:16][C:11]([C:33]3[CH:34]=[CH:35][CH:36]=[CH:37][CH:38]=3)=[CH:12][CH:13]=2)[N:22](/[CH:23]=[CH:24]/[C:25]2[CH:26]=[CH:27][CH:28]=[CH:29][CH:2]=2)[C:21]1=[O:32])(=[O:42])[C:40]1[CH:45]=[CH:49][CH:48]=[CH:47][CH:39]=1, predict the reactants needed to synthesize it. The reactants are: [Li+].[CH3:2][Si]([N-][Si](C)(C)C)(C)C.[C:11]1([C:33]2[CH:38]=[CH:37][CH:36]=[CH:35][CH:34]=2)[CH:16]=[CH:15][C:14]([CH2:17][C@H:18]2[N:22]([CH2:23][C:24]3[CH:29]=[CH:28][C:27](OC)=[CH:26][CH:25]=3)[C:21](=[O:32])[CH2:20][CH2:19]2)=[CH:13][CH:12]=1.[CH3:39][C:40]([CH3:45])(C)[C:41](Cl)=[O:42].O1C[CH2:49][CH2:48][CH2:47]1.